Dataset: Catalyst prediction with 721,799 reactions and 888 catalyst types from USPTO. Task: Predict which catalyst facilitates the given reaction. (1) Reactant: FC(F)(F)C(O)=O.[F:8][C:9]1[CH:14]=[C:13]([N:15]2[CH:19]=[N:18][N:17]=[N:16]2)[CH:12]=[CH:11][C:10]=1[C:20]1[CH:21]=[CH:22][C:23]2[O:27][C:26]([CH:28]3[CH2:33][CH2:32][NH:31][CH2:30][CH2:29]3)=[N:25][C:24]=2[CH:34]=1.[CH3:35][S:36](Cl)(=[O:38])=[O:37].C(Cl)Cl.O. Product: [F:8][C:9]1[CH:14]=[C:13]([N:15]2[CH:19]=[N:18][N:17]=[N:16]2)[CH:12]=[CH:11][C:10]=1[C:20]1[CH:21]=[CH:22][C:23]2[O:27][C:26]([CH:28]3[CH2:29][CH2:30][N:31]([S:36]([CH3:35])(=[O:38])=[O:37])[CH2:32][CH2:33]3)=[N:25][C:24]=2[CH:34]=1. The catalyst class is: 2. (2) The catalyst class is: 7. Reactant: [Cl:1][C:2]1[N:3]=[N:4][C:5]([Cl:17])=[CH:6][C:7]=1[N:8]1[CH2:13][CH2:12][N:11]([CH2:14][CH2:15][OH:16])[CH2:10][CH2:9]1.[CH2:18]([O:20][C:21](=[O:29])[C:22]1[CH:27]=[CH:26][C:25](O)=NC=1)C.[C:30]1(P(C2C=CC=CC=2)C2C=CC=CC=2)[CH:35]=CC=C[CH:31]=1.N(C(OCC)=O)=NC(OCC)=O. Product: [CH3:18][O:20][C:21](=[O:29])[CH2:22][C:27]1[CH:26]=[CH:25][C:35]([O:16][CH2:15][CH2:14][N:11]2[CH2:10][CH2:9][N:8]([C:7]3[CH:6]=[C:5]([Cl:17])[N:4]=[N:3][C:2]=3[Cl:1])[CH2:13][CH2:12]2)=[CH:30][CH:31]=1. (3) Reactant: [F:1][C:2]1[CH:3]=[C:4]([N:11]2[C:15]([CH3:17])([CH3:16])[C:14](=[O:18])[N:13]([C:19]3[CH:26]=[CH:25][C:22]([C:23]#[N:24])=[C:21]([C:27]([F:30])([F:29])[F:28])[CH:20]=3)[C:12]2=[S:31])[CH:5]=[CH:6][C:7]=1[CH2:8][O:9]C.B(Br)(Br)Br.C([O-])(O)=O.[Na+]. Product: [F:1][C:2]1[CH:3]=[C:4]([N:11]2[C:15]([CH3:17])([CH3:16])[C:14](=[O:18])[N:13]([C:19]3[CH:26]=[CH:25][C:22]([C:23]#[N:24])=[C:21]([C:27]([F:28])([F:29])[F:30])[CH:20]=3)[C:12]2=[S:31])[CH:5]=[CH:6][C:7]=1[CH2:8][OH:9]. The catalyst class is: 2. (4) Reactant: Br[C:2]1[N:6]2[N:7]=[C:8]([Cl:11])[CH:9]=[CH:10][C:5]2=[N:4][CH:3]=1.C([Mg]Br)C.[CH3:16][N:17]1[C:25]2[C:20](=[CH:21][C:22]([CH:26]=[O:27])=[CH:23][CH:24]=2)[CH:19]=[N:18]1. Product: [Cl:11][C:8]1[CH:9]=[CH:10][C:5]2[N:6]([C:2]([CH:26]([C:22]3[CH:21]=[C:20]4[C:25](=[CH:24][CH:23]=3)[N:17]([CH3:16])[N:18]=[CH:19]4)[OH:27])=[CH:3][N:4]=2)[N:7]=1. The catalyst class is: 1. (5) Reactant: [CH3:1][O:2][C:3](=[O:14])[C:4]1[CH:9]=[CH:8][C:7]([NH:10][CH2:11][CH3:12])=[C:6]([NH2:13])[CH:5]=1.[N:15]1[CH:20]=[CH:19][CH:18]=[C:17]([O:21][C:22]2[CH:31]=[CH:30][C:25]3[N:26]=[C:27]([NH2:29])[S:28][C:24]=3[CH:23]=2)[CH:16]=1.[C:32](N1C=CN=C1)(N1C=CN=C1)=S.C(Cl)CCl. Product: [CH3:1][O:2][C:3]([C:4]1[CH:9]=[CH:8][C:7]2[N:10]([CH2:11][CH3:12])[C:32]([NH:29][C:27]3[S:28][C:24]4[CH:23]=[C:22]([O:21][C:17]5[CH:16]=[N:15][CH:20]=[CH:19][CH:18]=5)[CH:31]=[CH:30][C:25]=4[N:26]=3)=[N:13][C:6]=2[CH:5]=1)=[O:14]. The catalyst class is: 3. (6) Reactant: [C:1]([O:5][C:6]([N:8]1[CH2:13][CH2:12][CH2:11][CH2:10][CH:9]1/[CH:14]=[CH:15]/[C:16]([O:18]CC)=[O:17])=[O:7])([CH3:4])([CH3:3])[CH3:2].[OH-].[Na+]. Product: [C:1]([O:5][C:6]([N:8]1[CH2:13][CH2:12][CH2:11][CH2:10][CH:9]1/[CH:14]=[CH:15]/[C:16]([OH:18])=[O:17])=[O:7])([CH3:4])([CH3:2])[CH3:3]. The catalyst class is: 8. (7) Reactant: Cl[C:2]1[C:11]([CH2:12][C:13]([F:16])([F:15])[F:14])=[C:10]([Cl:17])[C:9]2[C:4](=[CH:5][CH:6]=[C:7]([C:18]([C:26]3[C:27]([CH3:33])=[N:28][C:29]([CH3:32])=[CH:30][CH:31]=3)([C:20]3[N:24]([CH3:25])[N:23]=[N:22][CH:21]=3)[OH:19])[CH:8]=2)[N:3]=1.[NH:34]1[CH2:37][CH2:36][CH2:35]1.CN(C=O)C. Product: [N:34]1([C:2]2[C:11]([CH2:12][C:13]([F:15])([F:14])[F:16])=[C:10]([Cl:17])[C:9]3[C:4](=[CH:5][CH:6]=[C:7]([C:18]([C:26]4[C:27]([CH3:33])=[N:28][C:29]([CH3:32])=[CH:30][CH:31]=4)([C:20]4[N:24]([CH3:25])[N:23]=[N:22][CH:21]=4)[OH:19])[CH:8]=3)[N:3]=2)[CH2:37][CH2:36][CH2:35]1. The catalyst class is: 25. (8) Reactant: [H-].[Al+3].[Li+].[H-].[H-].[H-].[CH3:7][C:8]1[CH:18]=[CH:17][C:11]([C:12](OCC)=[O:13])=[CH:10][C:9]=1[O:19][C:20]([F:25])([F:24])[CH:21]([F:23])[F:22].[OH-].[Na+]. Product: [CH3:7][C:8]1[CH:18]=[CH:17][C:11]([CH2:12][OH:13])=[CH:10][C:9]=1[O:19][C:20]([F:24])([F:25])[CH:21]([F:23])[F:22]. The catalyst class is: 7. (9) Reactant: [Cl:1][C:2]1[C:7]([Cl:8])=[C:6]([O:9][C:10]2[CH:15]=[CH:14][N:13]=[C:12](Cl)[N:11]=2)[CH:5]=[CH:4][C:3]=1[NH:17][C:18]([NH:20][C:21]1[N:25]([C:26]2[CH:31]=[CH:30][C:29]([CH3:32])=[CH:28][CH:27]=2)[N:24]=[C:23]([CH:33]([CH3:35])[CH3:34])[CH:22]=1)=[O:19].[CH3:36][O:37][C:38]1[CH:39]=[C:40]([CH:42]=[C:43]([O:45][CH2:46][CH2:47][N:48]2[CH2:53][CH2:52][O:51][CH2:50][CH2:49]2)[CH:44]=1)[NH2:41].C([O-])(O)=O.[Na+]. Product: [Cl:1][C:2]1[C:7]([Cl:8])=[C:6]([O:9][C:10]2[CH:15]=[CH:14][N:13]=[C:12]([NH:41][C:40]3[CH:42]=[C:43]([O:45][CH2:46][CH2:47][N:48]4[CH2:53][CH2:52][O:51][CH2:50][CH2:49]4)[CH:44]=[C:38]([O:37][CH3:36])[CH:39]=3)[N:11]=2)[CH:5]=[CH:4][C:3]=1[NH:17][C:18]([NH:20][C:21]1[N:25]([C:26]2[CH:27]=[CH:28][C:29]([CH3:32])=[CH:30][CH:31]=2)[N:24]=[C:23]([CH:33]([CH3:34])[CH3:35])[CH:22]=1)=[O:19]. The catalyst class is: 3.